This data is from Forward reaction prediction with 1.9M reactions from USPTO patents (1976-2016). The task is: Predict the product of the given reaction. (1) Given the reactants [N:1]([CH2:4][CH2:5][O:6][CH2:7][CH2:8][O:9][CH2:10][CH2:11][O:12][CH2:13][CH2:14][O:15][CH2:16][C:17]#[C:18][C:19]1[CH:20]=[C:21]([CH:32]=[CH:33][CH:34]=1)[C:22]([O:24][CH2:25][C:26]1[CH:31]=[CH:30][CH:29]=[CH:28][CH:27]=1)=[O:23])=[N+]=[N-].C1(P(C2C=CC=CC=2)C2C=CC=CC=2)C=CC=CC=1, predict the reaction product. The product is: [NH2:1][CH2:4][CH2:5][O:6][CH2:7][CH2:8][O:9][CH2:10][CH2:11][O:12][CH2:13][CH2:14][O:15][CH2:16][C:17]#[C:18][C:19]1[CH:20]=[C:21]([CH:32]=[CH:33][CH:34]=1)[C:22]([O:24][CH2:25][C:26]1[CH:27]=[CH:28][CH:29]=[CH:30][CH:31]=1)=[O:23]. (2) Given the reactants [N:1]12[CH2:8][CH2:7][CH:4]([CH2:5][CH2:6]1)[C@@H:3]([NH:9][C:10]([C:12]1[O:13][C:14](Br)=[CH:15][CH:16]=1)=[O:11])[CH2:2]2.[N+:18]([C:21]1[CH:22]=[C:23](B(O)O)[CH:24]=[CH:25][CH:26]=1)([O-:20])=[O:19].C(=O)([O-])[O-].[Na+].[Na+], predict the reaction product. The product is: [N:1]12[CH2:8][CH2:7][CH:4]([CH2:5][CH2:6]1)[C@@H:3]([NH:9][C:10]([C:12]1[O:13][C:14]([C:25]3[CH:24]=[CH:23][CH:22]=[C:21]([N+:18]([O-:20])=[O:19])[CH:26]=3)=[CH:15][CH:16]=1)=[O:11])[CH2:2]2. (3) Given the reactants [CH2:1]([C@@H:6]([NH2:10])[C:7]([OH:9])=[O:8])[CH2:2][C:3]([OH:5])=[O:4].[C:11]1([CH3:21])[CH:16]=[CH:15][C:14]([S:17]([OH:20])(=[O:19])=[O:18])=[CH:13][CH:12]=1.[CH2:22](O)[C:23]1[CH:28]=[CH:27][CH:26]=[CH:25][CH:24]=1, predict the reaction product. The product is: [C:11]1([CH3:21])[CH:12]=[CH:13][C:14]([S:17]([OH:20])(=[O:18])=[O:19])=[CH:15][CH:16]=1.[CH2:21]([O:8][C:7](=[O:9])[C@H:6]([CH2:1][CH2:2][C:3]([O:5][CH2:22][C:23]1[CH:28]=[CH:27][CH:26]=[CH:25][CH:24]=1)=[O:4])[NH2:10])[C:11]1[CH:16]=[CH:15][CH:14]=[CH:13][CH:12]=1. (4) Given the reactants [NH2:1][C:2]1[S:3][CH:4]=[CH:5][N:6]=1.[Li]CCCC.Cl[Si](C)(C)C.[C:17]1(=[O:21])[CH2:20][CH2:19][CH2:18]1, predict the reaction product. The product is: [NH2:1][C:2]1[S:3][C:4]([C:17]2([OH:21])[CH2:20][CH2:19][CH2:18]2)=[CH:5][N:6]=1. (5) Given the reactants [N:1]1[CH:6]=[CH:5][CH:4]=[N:3][C:2]=1[C:7](O)=O.C(Cl)CCl.C1C=CC2N(O)N=NC=2C=1.[NH:24]([C:26]1[N:35]=[CH:34][CH:33]=[C:32]2[C:27]=1[CH:28]=[C:29]([C:58]1[CH:63]=[CH:62][CH:61]=[CH:60][CH:59]=1)[C:30]([C:36]1[CH:41]=[CH:40][C:39]([C:42]3([NH:50][C:51](=[O:57])[O:52][C:53]([CH3:56])([CH3:55])[CH3:54])[CH2:45][C:44]4([O:49][CH2:48][CH2:47][O:46]4)[CH2:43]3)=[CH:38][CH:37]=1)=[N:31]2)[NH2:25].C(O)(=O)C, predict the reaction product. The product is: [C:58]1([C:29]2[C:30]([C:36]3[CH:37]=[CH:38][C:39]([C:42]4([NH:50][C:51](=[O:57])[O:52][C:53]([CH3:55])([CH3:54])[CH3:56])[CH2:45][C:44]5([O:49][CH2:48][CH2:47][O:46]5)[CH2:43]4)=[CH:40][CH:41]=3)=[N:31][C:32]3[CH:33]=[CH:34][N:35]4[C:7]([C:2]5[N:1]=[CH:6][CH:5]=[CH:4][N:3]=5)=[N:25][N:24]=[C:26]4[C:27]=3[CH:28]=2)[CH:63]=[CH:62][CH:61]=[CH:60][CH:59]=1. (6) Given the reactants [NH2:1][C:2]1[CH:18]=[CH:17][CH:16]=[C:15]([CH3:19])[C:3]=1[C:4]([NH:6][CH:7]1[CH2:12][CH2:11][C:10](=[O:13])[NH:9][C:8]1=[O:14])=[O:5].[CH:20](OC)(OC)OC.C1(C)C=CC(S(O)(=O)=O)=CC=1.O, predict the reaction product. The product is: [CH3:19][C:15]1[CH:16]=[CH:17][CH:18]=[C:2]2[C:3]=1[C:4](=[O:5])[N:6]([CH:7]1[CH2:12][CH2:11][C:10](=[O:13])[NH:9][C:8]1=[O:14])[CH:20]=[N:1]2. (7) Given the reactants [F:1][C:2]1[C:3]([NH:8][NH2:9])=[N:4][CH:5]=[CH:6][CH:7]=1.C(N(CC)CC)C.C[O:18][C:19](=O)[N:20]=[C:21](SC)[C:22]([C:36]1[CH:46]=[C:45]([O:47][CH3:48])[C:39]2[O:40][CH2:41][CH2:42][CH2:43][O:44][C:38]=2[CH:37]=1)=[N:23][C:24]1[CH:29]=[CH:28][C:27]([C:30]2[N:34]=[C:33]([CH3:35])[O:32][N:31]=2)=[CH:26][CH:25]=1, predict the reaction product. The product is: [F:1][C:2]1[C:3]([N:8]2[C:19](=[O:18])[NH:20][C:21]([CH:22]([C:36]3[CH:46]=[C:45]([O:47][CH3:48])[C:39]4[O:40][CH2:41][CH2:42][CH2:43][O:44][C:38]=4[CH:37]=3)[NH:23][C:24]3[CH:25]=[CH:26][C:27]([C:30]4[N:34]=[C:33]([CH3:35])[O:32][N:31]=4)=[CH:28][CH:29]=3)=[N:9]2)=[N:4][CH:5]=[CH:6][CH:7]=1. (8) Given the reactants Br[C:2]1[C:7]2[N:8]=[C:9]([NH:11]C(=O)OC(C)(C)C)[S:10][C:6]=2[CH:5]=[C:4]([CH3:19])[CH:3]=1.[Cl:20][C:21]1[CH:22]=[C:23](B(O)O)[CH:24]=[CH:25][C:26]=1[F:27].C1(P(C2C=CC=CC=2)C2C=CC=CC=2)C=CC=CC=1.C(=O)([O-])[O-].[Na+].[Na+], predict the reaction product. The product is: [Cl:20][C:21]1[CH:22]=[C:23]([C:2]2[C:7]3[N:8]=[C:9]([NH2:11])[S:10][C:6]=3[CH:5]=[C:4]([CH3:19])[CH:3]=2)[CH:24]=[CH:25][C:26]=1[F:27]. (9) Given the reactants [Cl:1][C:2]1[CH:10]=[CH:9][CH:8]=[C:7]2[C:3]=1[CH2:4][CH2:5][NH:6]2.[O:11]=[CH:12][C@@H:13]([C@H:15]([C@@H:17]([C@@H:19]([CH2:21][OH:22])[OH:20])[OH:18])[OH:16])O.O, predict the reaction product. The product is: [Cl:1][C:2]1[CH:10]=[CH:9][CH:8]=[C:7]2[C:3]=1[CH2:4][CH2:5][N:6]2[C@@H:21]1[O:22][C@H:13]([CH2:12][OH:11])[C@@H:15]([OH:16])[C@H:17]([OH:18])[C@H:19]1[OH:20]. (10) Given the reactants [Br:1][C:2]1[CH:10]=[CH:9][CH:8]=[C:7]2[C:3]=1[CH:4]=[CH:5][NH:6]2.[H-].[Na+].[S:13](Cl)([CH3:16])(=[O:15])=[O:14], predict the reaction product. The product is: [Br:1][C:2]1[CH:10]=[CH:9][CH:8]=[C:7]2[C:3]=1[CH:4]=[CH:5][N:6]2[S:13]([CH3:16])(=[O:15])=[O:14].